This data is from Reaction yield outcomes from USPTO patents with 853,638 reactions. The task is: Predict the reaction yield, written as a fraction of the theoretical maximum amount of product (1.0 means a 100% yield; for example, 0.34 means a 34% yield). The reactants are [Br:1][C:2]1[CH:3]=[C:4](B2OC(C)(C)C(C)(C)O2)[CH:5]=[C:6]([Br:9])[C:7]=1[F:8].Br[C:20]([C:22]([F:25])([F:24])[F:23])=[CH2:21].C([O-])([O-])=O.[K+].[K+].N#N. The catalyst is C1COCC1.O.C1C=CC(P(C2C=CC=CC=2)[C-]2C=CC=C2)=CC=1.C1C=CC(P(C2C=CC=CC=2)[C-]2C=CC=C2)=CC=1.Cl[Pd]Cl.[Fe+2]. The product is [Br:9][C:6]1[CH:5]=[C:4]([C:20]([C:22]([F:25])([F:24])[F:23])=[CH2:21])[CH:3]=[C:2]([Br:1])[C:7]=1[F:8]. The yield is 0.300.